This data is from Full USPTO retrosynthesis dataset with 1.9M reactions from patents (1976-2016). The task is: Predict the reactants needed to synthesize the given product. (1) Given the product [C:1]([NH:5][C:6]1[S:10][C:9]2[C:11]3[C:16]([CH2:17][C:8]=2[C:7]=1[C:18]([NH2:20])=[O:19])=[CH:15][CH:14]=[CH:13][CH:12]=3)(=[O:3])[CH3:2], predict the reactants needed to synthesize it. The reactants are: [C:1](Cl)(=[O:3])[CH3:2].[NH2:5][C:6]1[S:10][C:9]2[C:11]3[C:16]([CH2:17][C:8]=2[C:7]=1[C:18]([NH2:20])=[O:19])=[CH:15][CH:14]=[CH:13][CH:12]=3.C(OCC)C. (2) The reactants are: [NH2:1][C:2]1[C:3]([C:12]([NH:14][C@H:15]([C:20]([O-:22])=[O:21])[CH2:16][C:17]([O-:19])=[O:18])=[O:13])=[CH:4][C:5]2[C:10]([CH:11]=1)=[CH:9][CH:8]=[CH:7][CH:6]=2.[N:23]([C:26]1[C:31]([CH3:32])=[CH:30][C:29]([CH3:33])=[CH:28][C:27]=1[CH3:34])=[C:24]=[O:25]. Given the product [CH3:32][C:31]1[CH:30]=[C:29]([CH3:33])[CH:28]=[C:27]([CH3:34])[C:26]=1[NH:23][C:24]([NH:1][C:2]1[C:3]([C:12]([NH:14][C@H:15]([C:20]([O:22][C:10]([CH3:11])([CH3:5])[CH3:9])=[O:21])[CH2:16][C:17]([O:19][C:3]([CH3:12])([CH3:4])[CH3:2])=[O:18])=[O:13])=[CH:4][C:5]2[C:10]([CH:11]=1)=[CH:9][CH:8]=[CH:7][CH:6]=2)=[O:25], predict the reactants needed to synthesize it. (3) Given the product [CH:2]([O:4][C:6](=[O:7])[O:8][CH2:9][Cl:10])([CH3:3])[CH3:1], predict the reactants needed to synthesize it. The reactants are: [CH3:1][CH:2]([OH:4])[CH3:3].Cl[C:6]([O:8][CH2:9][Cl:10])=[O:7].N1C=CC=CC=1. (4) Given the product [CH:22]1([NH:21][C:19](=[O:20])[C:14]2[CH:13]=[C:12]([C:7]3[CH:8]=[C:9]4[C:4](=[CH:5][CH:6]=3)[N:3]=[C:2]([NH:1][CH2:34][CH2:33][CH2:32][N:27]3[CH2:28][CH2:29][CH2:30][CH2:31][CH:26]3[CH3:25])[N:11]=[CH:10]4)[C:17]([CH3:18])=[CH:16][N:15]=2)[CH2:24][CH2:23]1, predict the reactants needed to synthesize it. The reactants are: [NH2:1][C:2]1[N:11]=[CH:10][C:9]2[C:4](=[CH:5][CH:6]=[C:7]([C:12]3[C:17]([CH3:18])=[CH:16][N:15]=[C:14]([C:19]([NH:21][CH:22]4[CH2:24][CH2:23]4)=[O:20])[CH:13]=3)[CH:8]=2)[N:3]=1.[CH3:25][CH:26]1[CH2:31][CH2:30][CH2:29][CH2:28][N:27]1[CH2:32][CH2:33][CH2:34]N. (5) Given the product [Cl:39][C:2]1[N:7]=[C:6]([O:40][CH3:29])[C:5]([C@@:10]2([CH3:11])[CH2:17][CH2:18][CH2:19][NH:20][C:21]2=[O:23])=[CH:4][CH:3]=1, predict the reactants needed to synthesize it. The reactants are: Cl[C:2]1[N:7]=[C:6](OC)[C:5]([CH:10](C)[C:11]#N)=[CH:4][CH:3]=1.O=S1(=O)[N:20]([C:21]([O:23]C(C)(C)C)=O)[CH2:19][CH2:18][CH2:17]O1.[CH3:29][Si]([N-][Si](C)(C)C)(C)C.[K+].[ClH:39].[OH-:40].[K+]. (6) Given the product [Cl:1][C:2]1[CH:3]=[CH:4][C:5]([CH2:6][N:7]2[C:15]3[C:10](=[CH:11][CH:12]=[C:13]([O:16][CH3:17])[CH:14]=3)[C:9]([C:18](=[O:23])[C:19]([OH:21])=[O:20])=[C:8]2[CH3:24])=[CH:25][CH:26]=1, predict the reactants needed to synthesize it. The reactants are: [Cl:1][C:2]1[CH:26]=[CH:25][C:5]([CH2:6][N:7]2[C:15]3[C:10](=[CH:11][CH:12]=[C:13]([O:16][CH3:17])[CH:14]=3)[C:9]([C:18](=[O:23])[C:19]([O:21]C)=[O:20])=[C:8]2[CH3:24])=[CH:4][CH:3]=1.[OH-].[Na+].Cl. (7) Given the product [F:14][C:2]([F:1])([F:13])[C:3]([NH:5][CH2:6][CH:7]1[CH2:12][CH2:11][CH2:10][N:9]([CH2:25][CH2:24][C:26]2[C:35]3[C:30](=[CH:31][CH:32]=[C:33]([O:36][CH3:37])[N:34]=3)[N:29]=[CH:28][CH:27]=2)[CH2:8]1)=[O:4], predict the reactants needed to synthesize it. The reactants are: [F:1][C:2]([F:14])([F:13])[C:3]([NH:5][CH2:6][CH:7]1[CH2:12][CH2:11][CH2:10][NH:9][CH2:8]1)=[O:4].CCN(C(C)C)C(C)C.[CH:24]([C:26]1[CH:27]=[CH:28][N:29]=[C:30]2[C:35]=1[N:34]=[C:33]([O:36][CH3:37])[CH:32]=[CH:31]2)=[CH2:25].